This data is from NCI-60 drug combinations with 297,098 pairs across 59 cell lines. The task is: Regression. Given two drug SMILES strings and cell line genomic features, predict the synergy score measuring deviation from expected non-interaction effect. Drug 2: C1C(C(OC1N2C=NC(=NC2=O)N)CO)O. Cell line: COLO 205. Synergy scores: CSS=27.0, Synergy_ZIP=0.879, Synergy_Bliss=2.82, Synergy_Loewe=-2.57, Synergy_HSA=5.37. Drug 1: CC1C(C(CC(O1)OC2CC(CC3=C2C(=C4C(=C3O)C(=O)C5=C(C4=O)C(=CC=C5)OC)O)(C(=O)CO)O)N)O.Cl.